From a dataset of Full USPTO retrosynthesis dataset with 1.9M reactions from patents (1976-2016). Predict the reactants needed to synthesize the given product. (1) Given the product [OH:15][C:12]1[CH:13]=[CH:14][C:5]([C:3](=[O:4])[CH2:2][NH:26][CH:18]2[CH2:19][C:20]3[C:25](=[CH:24][CH:23]=[CH:22][CH:21]=3)[CH2:17]2)=[C:6]2[C:11]=1[NH:10][C:9](=[O:16])[CH:8]=[CH:7]2, predict the reactants needed to synthesize it. The reactants are: Cl[CH2:2][C:3]([C:5]1[CH:14]=[CH:13][C:12]([OH:15])=[C:11]2[C:6]=1[CH:7]=[CH:8][C:9](=[O:16])[NH:10]2)=[O:4].[CH2:17]1[C:25]2[C:20](=[CH:21][CH:22]=[CH:23][CH:24]=2)[CH2:19][CH:18]1[NH2:26]. (2) Given the product [F:19][C:18]([F:21])([F:20])[C:15]1[CH:16]=[CH:17][C:12]([N:13]2[CH2:12][CH2:17][C@@H:5]([OH:8])[CH2:14]2)=[N:13][CH:14]=1, predict the reactants needed to synthesize it. The reactants are: CS(C)=O.[C:5](=[O:8])([O-])[O-].[K+].[K+].Cl[C:12]1[CH:17]=[CH:16][C:15]([C:18]([F:21])([F:20])[F:19])=[CH:14][N:13]=1. (3) Given the product [NH2:27][C@H:28]([CH2:33][CH:34]1[CH2:39][CH2:38][CH2:37][CH2:36][CH2:35]1)[CH2:29][C:30]([N:10]1[CH2:11][CH2:12][CH2:13][CH:8]([CH:7]([O:6][CH2:5][CH2:4][CH2:3][O:2][CH3:1])[C:14]2[CH:15]=[CH:16][CH:17]=[CH:18][CH:19]=2)[CH2:9]1)=[O:31], predict the reactants needed to synthesize it. The reactants are: [CH3:1][O:2][CH2:3][CH2:4][CH2:5][O:6][CH:7]([C:14]1[CH:19]=[CH:18][CH:17]=[CH:16][CH:15]=1)[CH:8]1[CH2:13][CH2:12][CH2:11][NH:10][CH2:9]1.C(OC([NH:27][C@H:28]([CH2:33][CH:34]1[CH2:39][CH2:38][CH2:37][CH2:36][CH2:35]1)[CH2:29][C:30](O)=[O:31])=O)(C)(C)C. (4) Given the product [O:34]1[CH2:39][CH2:38][CH:37]([NH:40][C:28](=[O:30])[C@H:27]([CH:31]([CH3:33])[CH3:32])[CH2:26][C@H:25]([OH:29])[C@@H:4]([N:1]=[N+:2]=[N-:3])[CH2:5][C@H:6]([CH2:10][C:11]2[CH:16]=[CH:15][C:14]([O:17][CH3:18])=[C:13]([CH2:19][CH2:20][CH2:21][CH2:22][O:23][CH3:24])[CH:12]=2)[CH:7]([CH3:9])[CH3:8])[CH2:36][CH2:35]1, predict the reactants needed to synthesize it. The reactants are: [N:1]([C@H:4]([CH:25]1[O:29][C:28](=[O:30])[C@H:27]([CH:31]([CH3:33])[CH3:32])[CH2:26]1)[CH2:5][C@H:6]([CH2:10][C:11]1[CH:16]=[CH:15][C:14]([O:17][CH3:18])=[C:13]([CH2:19][CH2:20][CH2:21][CH2:22][O:23][CH3:24])[CH:12]=1)[CH:7]([CH3:9])[CH3:8])=[N+:2]=[N-:3].[O:34]1[CH2:39][CH2:38][CH:37]([NH2:40])[CH2:36][CH2:35]1. (5) Given the product [CH:1]1([N:6]2[CH2:12][C:11]([F:13])([F:14])[C:10](=[O:15])[N:9]([CH3:16])[C:8]3[CH:17]=[N:18][C:19]([NH:21][C:22]4[CH:30]=[CH:29][C:25]([C:26]([NH:48][C@H:43]5[CH2:44][CH2:45][CH2:46][NH:47][CH2:42]5)=[O:28])=[CH:24][C:23]=4[O:31][CH3:32])=[N:20][C:7]2=3)[CH2:5][CH2:4][CH2:3][CH2:2]1, predict the reactants needed to synthesize it. The reactants are: [CH:1]1([N:6]2[CH2:12][C:11]([F:14])([F:13])[C:10](=[O:15])[N:9]([CH3:16])[C:8]3[CH:17]=[N:18][C:19]([NH:21][C:22]4[CH:30]=[CH:29][C:25]([C:26]([OH:28])=O)=[CH:24][C:23]=4[O:31][CH3:32])=[N:20][C:7]2=3)[CH2:5][CH2:4][CH2:3][CH2:2]1.CN(C(ON1N=[N:48][C:43]2[CH:44]=[CH:45][CH:46]=[N:47][C:42]1=2)=[N+](C)C)C.F[P-](F)(F)(F)(F)F.N[C@H]1CCCN(C(OC(C)(C)C)=O)C1. (6) Given the product [F:37][C:6]1[CH:15]=[C:14]([CH2:16][CH2:17][CH2:18][CH2:19][CH3:20])[CH:13]=[C:12]2[C:7]=1[C@@H:8]1[CH:26]=[C:25]([CH3:27])[CH2:24][CH2:23][C@H:9]1[C:10]([CH3:22])([CH3:21])[O:11]2, predict the reactants needed to synthesize it. The reactants are: C([Sn](CCCC)(CCCC)[C:6]1[CH:15]=[C:14]([CH2:16][CH2:17][CH2:18][CH2:19][CH3:20])[CH:13]=[C:12]2[C:7]=1[C@@H:8]1[CH:26]=[C:25]([CH3:27])[CH2:24][CH2:23][C@H:9]1[C:10]([CH3:22])([CH3:21])[O:11]2)CCC.[B-](F)(F)(F)[F:37].[B-](F)(F)(F)F.C1[N+]2(CCl)CC[N+](F)(CC2)C1. (7) Given the product [Br:1]([O:4][C@@H:8]([CH2:7][CH2:6][NH2:5])[CH2:9][Br:16])(=[O:3])=[O:2], predict the reactants needed to synthesize it. The reactants are: [Br:1]([OH:4])(=[O:3])=[O:2].[NH2:5][CH2:6][CH2:7][C@H:8](O)[CH2:9]O.C(O)(=O)C.[Br:16](O)(=O)=O. (8) Given the product [CH3:22][S:19]([C:17]1[CH:18]=[C:13]2[CH:12]=[C:11]([C:23]3[CH:28]=[CH:27][CH:26]=[CH:25][N:24]=3)[NH:10][C:14]2=[N:15][CH:16]=1)(=[O:21])=[O:20], predict the reactants needed to synthesize it. The reactants are: C1(S([N:10]2[C:14]3=[N:15][CH:16]=[C:17]([S:19]([CH3:22])(=[O:21])=[O:20])[CH:18]=[C:13]3[CH:12]=[C:11]2[C:23]2[CH:28]=[CH:27][CH:26]=[CH:25][N:24]=2)(=O)=O)C=CC=CC=1.[OH-].[K+].O. (9) Given the product [Br:7][C:8]1[CH:9]=[C:10]2[C:14](=[CH:15][CH:16]=1)[CH2:13][NH:12][CH2:11]2, predict the reactants needed to synthesize it. The reactants are: B.C1COCC1.[Br:7][C:8]1[CH:9]=[C:10]2[C:14](=[CH:15][CH:16]=1)[C:13](=O)[NH:12][C:11]2=O.CO.Cl. (10) Given the product [CH:38]1([NH:37][C:12](=[O:14])[C:11]2[CH:16]=[CH:17][C:18]([CH3:19])=[C:9]([N:4]3[CH:5]=[CH:6][N:7]=[C:2]([N:25]4[CH2:26][CH2:27][N:22]([CH3:21])[CH2:23][CH:24]4[C:28]4[CH:29]=[CH:30][CH:31]=[CH:32][CH:33]=4)[C:3]3=[O:20])[CH:10]=2)[CH2:40][CH2:39]1.[Br:8][C:6]1[N:7]=[C:2]([N:25]2[CH2:26][CH2:27][N:22]([CH3:21])[CH2:23][CH:24]2[C:28]2[CH:29]=[CH:30][CH:31]=[CH:32][CH:33]=2)[C:3](=[O:20])[N:4]([C:9]2[CH:10]=[C:11]([CH:16]=[CH:17][C:18]=2[CH3:19])[C:12]([NH:52][CH:49]2[CH2:51][CH2:50]2)=[O:13])[CH:5]=1, predict the reactants needed to synthesize it. The reactants are: Br[C:2]1[C:3](=[O:20])[N:4]([C:9]2[CH:10]=[C:11]([CH:16]=[CH:17][C:18]=2[CH3:19])[C:12]([O:14]C)=[O:13])[CH:5]=[C:6]([Br:8])[N:7]=1.[CH3:21][N:22]1[CH2:27][CH2:26][NH:25][CH:24]([C:28]2[CH:33]=[CH:32][CH:31]=[CH:30][CH:29]=2)[CH2:23]1.C([N:37](CC)[CH:38]([CH3:40])[CH3:39])(C)C.C1CC=CCC=1.[CH:49]1([NH2:52])[CH2:51][CH2:50]1.C([Mg]Cl)(C)C.